Dataset: Reaction yield outcomes from USPTO patents with 853,638 reactions. Task: Predict the reaction yield, written as a fraction of the theoretical maximum amount of product (1.0 means a 100% yield; for example, 0.34 means a 34% yield). (1) The catalyst is ClCCl. The yield is 0.570. The reactants are CC(OI1(OC(C)=O)(OC(C)=O)OC(=O)C2C=CC=CC1=2)=O.[C:23]([O:27][C:28]([N:30]1[CH2:34][C@H:33]2[N:35]([C:39](=[O:50])[C:40]3[CH:45]=[CH:44][CH:43]=[C:42]([S:46]([CH3:49])(=[O:48])=[O:47])[CH:41]=3)[CH2:36][C@H:37]([OH:38])[C@H:32]2[N:31]1[C:51](=[O:74])[C@@H:52]([NH:57][C:58](=[O:73])[C:59]1[CH:64]=[CH:63][C:62]([NH:65][C:66]([O:68][C:69]([CH3:72])([CH3:71])[CH3:70])=[O:67])=[CH:61][CH:60]=1)[CH2:53][CH:54]([CH3:56])[CH3:55])=[O:29])([CH3:26])([CH3:25])[CH3:24]. The product is [C:23]([O:27][C:28]([N:30]1[CH2:34][C@H:33]2[N:35]([C:39](=[O:50])[C:40]3[CH:45]=[CH:44][CH:43]=[C:42]([S:46]([CH3:49])(=[O:47])=[O:48])[CH:41]=3)[CH2:36][C:37](=[O:38])[C@H:32]2[N:31]1[C:51](=[O:74])[C@@H:52]([NH:57][C:58](=[O:73])[C:59]1[CH:64]=[CH:63][C:62]([NH:65][C:66]([O:68][C:69]([CH3:72])([CH3:71])[CH3:70])=[O:67])=[CH:61][CH:60]=1)[CH2:53][CH:54]([CH3:56])[CH3:55])=[O:29])([CH3:24])([CH3:25])[CH3:26]. (2) The reactants are [NH2:1][C:2]1[C:11]2[C:6](=[C:7](I)[C:8]([F:12])=[CH:9][CH:10]=2)[N:5]=[N:4][C:3]=1[C:14]([NH:16][CH2:17][CH2:18][CH3:19])=[O:15].[CH3:20][O:21][C:22]1[CH:27]=[C:26]([F:28])[CH:25]=[CH:24][C:23]=1B(O)O. No catalyst specified. The product is [NH2:1][C:2]1[C:11]2[C:6](=[C:7]([C:23]3[CH:24]=[CH:25][C:26]([F:28])=[CH:27][C:22]=3[O:21][CH3:20])[C:8]([F:12])=[CH:9][CH:10]=2)[N:5]=[N:4][C:3]=1[C:14]([NH:16][CH2:17][CH2:18][CH3:19])=[O:15]. The yield is 0.530. (3) The product is [C:1]([O:5][C:6]([N:8]1[CH2:15][CH2:14][CH:13]([OH:12])[CH:11]([N:21]=[N+:22]=[N-:23])[CH2:10][CH2:9]1)=[O:7])([CH3:4])([CH3:3])[CH3:2]. The yield is 0.790. The catalyst is O. The reactants are [C:1]([O:5][C:6]([N:8]1[CH2:15][CH2:14][CH:13]2[CH:11]([O:12]2)[CH2:10][CH2:9]1)=[O:7])([CH3:4])([CH3:3])[CH3:2].C(O)C.[Cl-].[NH4+].[N-:21]=[N+:22]=[N-:23].[Na+]. (4) The reactants are C(OC([N:8]1[CH2:13][CH2:12][CH:11]([O:14][C:15]2[CH:20]=[CH:19][C:18]([C:21]3[CH2:26][CH2:25][C:24](=[O:27])[NH:23][N:22]=3)=[C:17]([F:28])[CH:16]=2)[CH2:10][CH2:9]1)=O)(C)(C)C. The catalyst is FC(F)(F)C(O)=O. The product is [F:28][C:17]1[CH:16]=[C:15]([O:14][CH:11]2[CH2:12][CH2:13][NH:8][CH2:9][CH2:10]2)[CH:20]=[CH:19][C:18]=1[C:21]1[CH2:26][CH2:25][C:24](=[O:27])[NH:23][N:22]=1. The yield is 1.00.